Dataset: Forward reaction prediction with 1.9M reactions from USPTO patents (1976-2016). Task: Predict the product of the given reaction. The product is: [OH:23][C:24]([C:55]1[CH:60]=[CH:59][CH:58]=[CH:57][CH:56]=1)([C:49]1[CH:54]=[CH:53][CH:52]=[CH:51][CH:50]=1)[CH:25]1[CH2:30][CH2:29][N:28]([CH2:31][CH2:32][CH2:33][C@@H:34]([C:36]2[CH:41]=[CH:40][C:39]([C:42]([CH3:48])([CH3:47])[C:43]([O:45][CH2:46][CH3:2])=[O:44])=[CH:38][CH:37]=2)[OH:35])[CH2:27][CH2:26]1. Given the reactants B(Cl)([C@H]1[C@H](C)[C@H]2C(C)(C)[C@@H](C2)C1)[C@H:2]1[C@H](C)[C@@H]2C(C)(C)[C@@H](C2)C1.[OH:23][C:24]([C:55]1[CH:60]=[CH:59][CH:58]=[CH:57][CH:56]=1)([C:49]1[CH:54]=[CH:53][CH:52]=[CH:51][CH:50]=1)[CH:25]1[CH2:30][CH2:29][N:28]([CH2:31][CH2:32][CH2:33][C:34]([C:36]2[CH:41]=[CH:40][C:39]([C:42]([CH3:48])([CH3:47])[C:43]([O:45][CH3:46])=[O:44])=[CH:38][CH:37]=2)=[O:35])[CH2:27][CH2:26]1.O.OO, predict the reaction product.